The task is: Predict which catalyst facilitates the given reaction.. This data is from Catalyst prediction with 721,799 reactions and 888 catalyst types from USPTO. (1) Reactant: [CH3:1][O:2][C:3]1[C:4]([CH3:17])=[C:5]2[C:10](=[CH:11][C:12]=1[CH3:13])[NH:9][C:8]1([CH2:16][CH2:15][CH2:14]1)[CH2:7][CH2:6]2.Cl[CH2:19][C:20]1[CH:29]=[CH:28][C:27]2[C:22](=[CH:23][CH:24]=[CH:25][CH:26]=2)[N:21]=1.C([O-])([O-])=O.[K+].[K+].[I-].[Na+]. Product: [CH3:1][O:2][C:3]1[C:4]([CH3:17])=[C:5]2[C:10](=[CH:11][C:12]=1[CH3:13])[N:9]([CH2:19][C:20]1[CH:29]=[CH:28][C:27]3[C:22](=[CH:23][CH:24]=[CH:25][CH:26]=3)[N:21]=1)[C:8]1([CH2:14][CH2:15][CH2:16]1)[CH2:7][CH2:6]2. The catalyst class is: 21. (2) The catalyst class is: 56. Reactant: [OH:1]/[N:2]=[C:3](\[NH:28][CH3:29])/[C:4](=[N:11]\[O:12][CH2:13][C:14]1[N:19]=[C:18]([NH:20][C:21](=[O:27])[O:22][C:23]([CH3:26])([CH3:25])[CH3:24])[CH:17]=[CH:16][CH:15]=1)/[C:5]1[CH:10]=[CH:9][CH:8]=[CH:7][CH:6]=1.C(N(CC)CC)C.[C:37](Cl)(Cl)=[S:38].O. Product: [CH3:29][N:28]1[C:37](=[S:38])[O:1][N:2]=[C:3]1/[C:4](=[N:11]\[O:12][CH2:13][C:14]1[N:19]=[C:18]([NH:20][C:21](=[O:27])[O:22][C:23]([CH3:25])([CH3:26])[CH3:24])[CH:17]=[CH:16][CH:15]=1)/[C:5]1[CH:10]=[CH:9][CH:8]=[CH:7][CH:6]=1. (3) Reactant: [OH:1][CH2:2][C@@H:3]([N:10]([CH3:22])[C:11]([CH:13]1[CH:15]([C:16]2[CH:21]=[CH:20][CH:19]=[CH:18][CH:17]=2)[O:14]1)=[O:12])[C:4]1[CH:9]=[CH:8][CH:7]=[CH:6][CH:5]=1.[Mg+2].[I-].[I-].[Cl-].[NH4+].O. Product: [OH:14][C@@H:13]1[C@@H:15]([C:16]2[CH:21]=[CH:20][CH:19]=[CH:18][CH:17]=2)[O:1][CH2:2][C@@H:3]([C:4]2[CH:9]=[CH:8][CH:7]=[CH:6][CH:5]=2)[N:10]([CH3:22])[C:11]1=[O:12]. The catalyst class is: 11. (4) Reactant: C([Si](C)(C)[O:6][CH2:7][CH2:8][N:9]1[CH:13]=[CH:12][C:11]([NH:14][C:15]([CH:17]2[NH:21][CH:20]([CH2:22][C:23]([CH3:26])([CH3:25])[CH3:24])[C:19]3([C:34]4[C:29](=[CH:30][C:31]([Cl:35])=[CH:32][CH:33]=4)[NH:28][C:27]3=[O:36])[CH:18]2[C:37]2[CH:42]=[CH:41][CH:40]=[C:39]([Cl:43])[C:38]=2[F:44])=[O:16])=[N:10]1)(C)(C)C.Cl. Product: [OH:6][CH2:7][CH2:8][N:9]1[CH:13]=[CH:12][C:11]([NH:14][C:15]([CH:17]2[NH:21][CH:20]([CH2:22][C:23]([CH3:26])([CH3:25])[CH3:24])[C:19]3([C:34]4[C:29](=[CH:30][C:31]([Cl:35])=[CH:32][CH:33]=4)[NH:28][C:27]3=[O:36])[CH:18]2[C:37]2[CH:42]=[CH:41][CH:40]=[C:39]([Cl:43])[C:38]=2[F:44])=[O:16])=[N:10]1. The catalyst class is: 7. (5) Reactant: [Cl:1][C:2]1[CH:7]=[CH:6][C:5]([NH:8][C@H:9]2[C:18]3[C:13](=[CH:14][CH:15]=[CH:16][CH:17]=3)[N:12]([C:19]([C:21]3[CH:31]=[CH:30][C:24]4[N:25]([CH3:29])[CH2:26][CH2:27][O:28][C:23]=4[CH:22]=3)=[O:20])[C@@H:11]([CH3:32])[CH2:10]2)=[CH:4][CH:3]=1.C(N(C(C)C)CC)(C)C.[C:42](Cl)(=[O:44])[CH3:43]. Product: [Cl:1][C:2]1[CH:7]=[CH:6][C:5]([N:8]([C@H:9]2[C:18]3[C:13](=[CH:14][CH:15]=[CH:16][CH:17]=3)[N:12]([C:19]([C:21]3[CH:31]=[CH:30][C:24]4[N:25]([CH3:29])[CH2:26][CH2:27][O:28][C:23]=4[CH:22]=3)=[O:20])[C@@H:11]([CH3:32])[CH2:10]2)[C:42](=[O:44])[CH3:43])=[CH:4][CH:3]=1. The catalyst class is: 2. (6) Reactant: C[Si]([C:5]#[C:6][C:7]1[CH:8]=[CH:9][C:10]2[N:14]=[C:13]([CH2:15][NH:16][C:17](=[O:23])[O:18][C:19]([CH3:22])([CH3:21])[CH3:20])[NH:12][C:11]=2[CH:24]=1)(C)C.C(=O)([O-])[O-].[K+].[K+]. Product: [C:6]([C:7]1[CH:8]=[CH:9][C:10]2[N:14]=[C:13]([CH2:15][NH:16][C:17](=[O:23])[O:18][C:19]([CH3:20])([CH3:21])[CH3:22])[NH:12][C:11]=2[CH:24]=1)#[CH:5]. The catalyst class is: 5. (7) Reactant: [CH3:1][CH2:2][CH2:3][CH2:4][CH2:5][CH2:6][CH2:7][CH2:8][CH2:9][CH2:10][CH2:11][CH2:12][CH2:13][CH2:14][CH2:15][CH2:16][CH2:17][C:18]([O:20][CH2:21][CH:22]([O:44][C:45]([CH2:47][CH2:48][CH2:49][CH2:50][CH2:51][CH2:52][CH2:53][CH2:54][CH2:55][CH2:56][CH2:57][CH2:58][CH2:59][CH2:60][CH2:61][CH2:62][CH3:63])=[O:46])[CH2:23][O:24][C:25]([CH2:27][CH2:28][CH2:29][CH2:30][CH2:31][CH2:32][CH2:33][CH2:34][CH2:35][CH2:36][CH2:37][CH2:38][CH2:39][CH2:40][CH2:41][CH2:42][CH3:43])=[O:26])=[O:19]. Product: [CH3:43][CH2:42][CH2:41][CH2:40][CH2:39][CH2:38][CH2:37][CH2:36]/[CH:35]=[CH:34]\[CH2:33][CH2:32][CH2:31][CH2:30][CH2:29][CH2:28][CH2:27][C:25]([O:24][CH2:23][CH:22]([CH2:21][O:20][C:18]([CH2:17][CH2:16][CH2:15][CH2:14][CH2:13][CH2:12][CH2:11]/[CH:10]=[CH:9]\[CH2:8][CH2:7][CH2:6][CH2:5][CH2:4][CH2:3][CH2:2][CH3:1])=[O:19])[O:44][C:45]([CH2:47][CH2:48][CH2:49][CH2:50][CH2:51][CH2:52][CH2:53]/[CH:54]=[CH:55]\[CH2:56][CH2:57][CH2:58][CH2:59][CH2:60][CH2:61][CH2:62][CH3:63])=[O:46])=[O:26]. The catalyst class is: 21.